From a dataset of Forward reaction prediction with 1.9M reactions from USPTO patents (1976-2016). Predict the product of the given reaction. The product is: [ClH:24].[ClH:24].[Cl:24][C:13]1[CH:14]=[N:15][C:16]2[C:21]([C:12]=1[CH:9]([CH2:10][OH:11])[CH2:8][N:5]1[CH2:4][CH2:3][CH:2]([NH:1][CH2:36][C:33]3[CH:34]=[CH:35][C:29]4[S:28][CH2:27][C:26](=[O:25])[NH:31][C:30]=4[N:32]=3)[CH2:7][CH2:6]1)=[N:20][C:19]([O:22][CH3:23])=[CH:18][CH:17]=2. Given the reactants [NH2:1][CH:2]1[CH2:7][CH2:6][N:5]([CH2:8][CH:9]([C:12]2[C:21]3[C:16](=[CH:17][CH:18]=[C:19]([O:22][CH3:23])[N:20]=3)[N:15]=[CH:14][C:13]=2[Cl:24])[CH2:10][OH:11])[CH2:4][CH2:3]1.[O:25]=[C:26]1[NH:31][C:30]2[N:32]=[C:33]([CH:36]=O)[CH:34]=[CH:35][C:29]=2[S:28][CH2:27]1, predict the reaction product.